This data is from TCR-epitope binding with 47,182 pairs between 192 epitopes and 23,139 TCRs. The task is: Binary Classification. Given a T-cell receptor sequence (or CDR3 region) and an epitope sequence, predict whether binding occurs between them. The TCR CDR3 sequence is CASSPRFNQETQYF. The epitope is IYSKHTPINL. Result: 0 (the TCR does not bind to the epitope).